Dataset: Peptide-MHC class I binding affinity with 185,985 pairs from IEDB/IMGT. Task: Regression. Given a peptide amino acid sequence and an MHC pseudo amino acid sequence, predict their binding affinity value. This is MHC class I binding data. The peptide sequence is APPSYEQSQY. The MHC is Mamu-A01 with pseudo-sequence Mamu-A01. The binding affinity (normalized) is 0.